From a dataset of Peptide-MHC class I binding affinity with 185,985 pairs from IEDB/IMGT. Regression. Given a peptide amino acid sequence and an MHC pseudo amino acid sequence, predict their binding affinity value. This is MHC class I binding data. (1) The peptide sequence is VFNNYMPYVF. The MHC is HLA-A30:02 with pseudo-sequence HLA-A30:02. The binding affinity (normalized) is 0.180. (2) The peptide sequence is EIKDTEEAL. The MHC is HLA-A68:02 with pseudo-sequence HLA-A68:02. The binding affinity (normalized) is 0.519. (3) The peptide sequence is AYISSEATTPV. The MHC is HLA-A24:02 with pseudo-sequence HLA-A24:02. The binding affinity (normalized) is 0. (4) The peptide sequence is SASKSASVY. The MHC is HLA-A26:01 with pseudo-sequence HLA-A26:01. The binding affinity (normalized) is 0.0810.